This data is from Catalyst prediction with 721,799 reactions and 888 catalyst types from USPTO. The task is: Predict which catalyst facilitates the given reaction. (1) Reactant: C(=O)([O-])[O-].[K+].[K+].Cl[CH2:8][C:9]1[N:10]([CH3:14])[CH:11]=[CH:12][N:13]=1.[Cl:15][C:16]1[C:25]2[C:20](=[CH:21][C:22]([OH:28])=[C:23]([O:26][CH3:27])[CH:24]=2)[N:19]=[N:18][CH:17]=1. Product: [Cl:15][C:16]1[C:25]2[C:20](=[CH:21][C:22]([O:28][CH2:8][C:9]3[N:10]([CH3:14])[CH:11]=[CH:12][N:13]=3)=[C:23]([O:26][CH3:27])[CH:24]=2)[N:19]=[N:18][CH:17]=1. The catalyst class is: 18. (2) Reactant: [CH2:1]([O:4][C:5]([N:7]1[CH2:11][C@H:10]([OH:12])[CH2:9][C@H:8]1[C:13](OC)=[O:14])=[O:6])[CH:2]=[CH2:3].[Li+].[BH4-]. Product: [CH2:1]([O:4][C:5]([N:7]1[CH2:11][C@H:10]([OH:12])[CH2:9][C@H:8]1[CH2:13][OH:14])=[O:6])[CH:2]=[CH2:3]. The catalyst class is: 1. (3) Reactant: [CH3:1][O:2][CH2:3][CH2:4][C:5]1[N:6]([CH2:25][CH2:26][CH2:27][N:28]2[CH2:32][CH2:31][CH2:30][C:29]2=[O:33])[C:7]2[C:16]3[CH:15]=[C:14]([CH2:17][CH2:18][C:19]([N:21]([CH3:23])[CH3:22])=[O:20])[CH:13]=[CH:12][C:11]=3[N:10]=[CH:9][C:8]=2[N:24]=1.ClC1C=C(C=CC=1)C(OO)=O.[OH-].[NH4+:46].C1(C)C=CC(S(Cl)(=O)=O)=CC=1. Product: [NH2:46][C:9]1[C:8]2[N:24]=[C:5]([CH2:4][CH2:3][O:2][CH3:1])[N:6]([CH2:25][CH2:26][CH2:27][N:28]3[CH2:32][CH2:31][CH2:30][C:29]3=[O:33])[C:7]=2[C:16]2[CH:15]=[C:14]([CH2:17][CH2:18][C:19]([N:21]([CH3:23])[CH3:22])=[O:20])[CH:13]=[CH:12][C:11]=2[N:10]=1. The catalyst class is: 4. (4) The catalyst class is: 1. Product: [CH2:21]([NH:28][C:2]1[CH:7]=[CH:6][C:5]([S:8]([N:11]2[CH2:16][CH2:15][N:14]([CH3:17])[CH2:13][CH2:12]2)(=[O:10])=[O:9])=[CH:4][C:3]=1[N+:18]([O-:20])=[O:19])[C:22]1[CH:27]=[CH:26][CH:25]=[CH:24][CH:23]=1. Reactant: Cl[C:2]1[CH:7]=[CH:6][C:5]([S:8]([N:11]2[CH2:16][CH2:15][N:14]([CH3:17])[CH2:13][CH2:12]2)(=[O:10])=[O:9])=[CH:4][C:3]=1[N+:18]([O-:20])=[O:19].[CH2:21]([NH2:28])[C:22]1[CH:27]=[CH:26][CH:25]=[CH:24][CH:23]=1. (5) Reactant: [C:1]1([C:7](=[N:14][CH2:15][C:16]([O:18][CH2:19][CH3:20])=[O:17])[C:8]2[CH:13]=[CH:12][CH:11]=[CH:10][CH:9]=2)[CH:6]=[CH:5][CH:4]=[CH:3][CH:2]=1.C(=O)([O-])[O-].[Cs+].[Cs+].[C:27]1([N:33]2[C:37]([C:38]([F:41])([F:40])[F:39])=[C:36]([C:42]3[O:46][N:45]=[C:44]4[C:47]5[C:52]([CH2:53][CH2:54][C:43]=34)=[CH:51][C:50]([CH:55]=[CH2:56])=[CH:49][CH:48]=5)[CH:35]=[N:34]2)[CH:32]=[CH:31][CH:30]=[CH:29][CH:28]=1. Product: [C:1]1([C:7](=[N:14][CH:15]([CH2:56][CH2:55][C:50]2[CH:51]=[C:52]3[C:47](=[CH:48][CH:49]=2)[C:44]2=[N:45][O:46][C:42]([C:36]4[CH:35]=[N:34][N:33]([C:27]5[CH:28]=[CH:29][CH:30]=[CH:31][CH:32]=5)[C:37]=4[C:38]([F:40])([F:41])[F:39])=[C:43]2[CH2:54][CH2:53]3)[C:16]([O:18][CH2:19][CH3:20])=[O:17])[C:8]2[CH:9]=[CH:10][CH:11]=[CH:12][CH:13]=2)[CH:2]=[CH:3][CH:4]=[CH:5][CH:6]=1. The catalyst class is: 16.